This data is from Reaction yield outcomes from USPTO patents with 853,638 reactions. The task is: Predict the reaction yield, written as a fraction of the theoretical maximum amount of product (1.0 means a 100% yield; for example, 0.34 means a 34% yield). (1) The reactants are [Br:1][C:2]1[CH:3]=[CH:4][C:5]2[CH:11]3[CH2:12][CH:9]([CH2:10]3)[N:8]3[C:13]([C:19](O)=[O:20])=[C:14]([C:16](=[O:18])[NH2:17])[N:15]=[C:7]3[C:6]=2[CH:22]=1.[CH:23]([NH2:26])([CH3:25])[CH3:24]. No catalyst specified. The product is [Br:1][C:2]1[CH:3]=[CH:4][C:5]2[CH:11]3[CH2:12][CH:9]([CH2:10]3)[N:8]3[C:13]([C:19]([NH:26][CH:23]([CH3:25])[CH3:24])=[O:20])=[C:14]([C:16]([NH2:17])=[O:18])[N:15]=[C:7]3[C:6]=2[CH:22]=1. The yield is 0.990. (2) The reactants are [CH3:1][O:2][C:3]1[CH:11]=[CH:10][C:6]([C:7]([OH:9])=O)=[CH:5][N:4]=1.Cl.[CH3:13][NH:14][O:15][CH3:16].CN(C(ON1N=NC2C=CC=CC1=2)=[N+](C)C)C.F[P-](F)(F)(F)(F)F.C(N(CC)CC)C. The catalyst is ClCCl.CN(C=O)C. The product is [CH3:16][O:15][N:14]([CH3:13])[C:7](=[O:9])[C:6]1[CH:10]=[CH:11][C:3]([O:2][CH3:1])=[N:4][CH:5]=1. The yield is 0.420. (3) The reactants are OCC=C(CCC=C(CCC=C(C)C)C)C.N1C=CN=C1.CN(C)C=O.[Si:27]([Cl:44])([C:40]([CH3:43])([CH3:42])[CH3:41])(C1C=CC=CC=1)[C:28]1[CH:33]=[CH:32][CH:31]=[CH:30][CH:29]=1. The catalyst is ClCCl. The product is [C:40]([SiH:27]([C:28]1[CH:33]=[CH:32][CH:31]=[CH:30][CH:29]=1)[Cl:44])([CH3:43])([CH3:41])[CH3:42]. The yield is 0.990. (4) The product is [C:1]([O:5][C:6](=[O:7])[N:8]([CH2:9][CH2:10][N:11]1[C:19]2[C:14](=[CH:15][CH:16]=[C:17]([Cl:20])[CH:18]=2)[C:13]([C:21]([N:40]2[CH2:45][CH2:44][CH:43]([N:46]3[C:54]4[C:49](=[CH:50][CH:51]=[CH:52][CH:53]=4)[CH2:48][C:47]3=[O:55])[CH2:42][CH2:41]2)=[O:23])=[CH:12]1)[CH3:24])([CH3:2])([CH3:3])[CH3:4]. The catalyst is CN(C)C=O. The yield is 0.820. The reactants are [C:1]([O:5][C:6]([N:8]([CH3:24])[CH2:9][CH2:10][N:11]1[C:19]2[C:14](=[CH:15][CH:16]=[C:17]([Cl:20])[CH:18]=2)[C:13]([C:21]([OH:23])=O)=[CH:12]1)=[O:7])([CH3:4])([CH3:3])[CH3:2].C(N(CC)C(C)C)(C)C.C(Cl)(=O)C(Cl)=O.[NH:40]1[CH2:45][CH2:44][CH:43]([N:46]2[C:54]3[C:49](=[CH:50][CH:51]=[CH:52][CH:53]=3)[CH2:48][C:47]2=[O:55])[CH2:42][CH2:41]1.